From a dataset of Catalyst prediction with 721,799 reactions and 888 catalyst types from USPTO. Predict which catalyst facilitates the given reaction. (1) Reactant: C([O:4][C:5]1[CH:6]=[C:7]2[C:12](=[CH:13][C:14]=1[O:15][CH3:16])[N:11]=[CH:10][N:9]=[C:8]2Cl)(=O)C.[Cl:18][C:19]1[C:20]([F:26])=[C:21]([CH:23]=[CH:24][CH:25]=1)[NH2:22].Cl.N. Product: [Cl:18][C:19]1[C:20]([F:26])=[C:21]([CH:23]=[CH:24][CH:25]=1)[NH:22][C:8]1[C:7]2[C:12](=[CH:13][C:14]([O:15][CH3:16])=[C:5]([OH:4])[CH:6]=2)[N:11]=[CH:10][N:9]=1. The catalyst class is: 10. (2) Reactant: Cl.[NH2:2][CH:3]1[CH2:8][CH2:7][C:6](=[O:9])[NH:5][C:4]1=[O:10].C[O:12][C:13](=O)[C:14]1[CH:19]=[CH:18][CH:17]=[C:16]([N+:20]([O-:22])=[O:21])[C:15]=1[CH2:23]Br.CN(C)C=O. Product: [N+:20]([C:16]1[CH:17]=[CH:18][CH:19]=[C:14]2[C:15]=1[CH2:23][N:2]([CH:3]1[CH2:8][CH2:7][C:6](=[O:9])[NH:5][C:4]1=[O:10])[C:13]2=[O:12])([O-:22])=[O:21]. The catalyst class is: 66. (3) Reactant: [NH2:1][C:2]1[N:7]=[C:6]([CH2:8]OS(C)(=O)=O)[CH:5]=[CH:4][N:3]=1.[SH:14][C:15]1[N:23]=[CH:22][CH:21]=[CH:20][C:16]=1[C:17]([OH:19])=[O:18].C(N(CC)CC)C. Product: [NH2:1][C:2]1[N:7]=[C:6]([CH2:8][S:14][C:15]2[N:23]=[CH:22][CH:21]=[CH:20][C:16]=2[C:17]([OH:19])=[O:18])[CH:5]=[CH:4][N:3]=1. The catalyst class is: 42.